From a dataset of Peptide-MHC class I binding affinity with 185,985 pairs from IEDB/IMGT. Regression. Given a peptide amino acid sequence and an MHC pseudo amino acid sequence, predict their binding affinity value. This is MHC class I binding data. The peptide sequence is SLSEPWRDF. The MHC is HLA-B08:03 with pseudo-sequence HLA-B08:03. The binding affinity (normalized) is 0.0847.